This data is from NCI-60 drug combinations with 297,098 pairs across 59 cell lines. The task is: Regression. Given two drug SMILES strings and cell line genomic features, predict the synergy score measuring deviation from expected non-interaction effect. (1) Drug 1: C1CN1P(=S)(N2CC2)N3CC3. Drug 2: C1CC(C1)(C(=O)O)C(=O)O.[NH2-].[NH2-].[Pt+2]. Cell line: OVCAR-4. Synergy scores: CSS=3.26, Synergy_ZIP=-0.836, Synergy_Bliss=-0.680, Synergy_Loewe=-0.334, Synergy_HSA=0.0467. (2) Drug 1: C1=NNC2=C1C(=O)NC=N2. Drug 2: CCN(CC)CCCC(C)NC1=C2C=C(C=CC2=NC3=C1C=CC(=C3)Cl)OC. Cell line: MCF7. Synergy scores: CSS=15.7, Synergy_ZIP=-4.17, Synergy_Bliss=3.07, Synergy_Loewe=-9.62, Synergy_HSA=0.160. (3) Drug 1: CC(C1=C(C=CC(=C1Cl)F)Cl)OC2=C(N=CC(=C2)C3=CN(N=C3)C4CCNCC4)N. Drug 2: CC1=C(C(=CC=C1)Cl)NC(=O)C2=CN=C(S2)NC3=CC(=NC(=N3)C)N4CCN(CC4)CCO. Cell line: NCI/ADR-RES. Synergy scores: CSS=-2.31, Synergy_ZIP=0.586, Synergy_Bliss=-1.13, Synergy_Loewe=-2.60, Synergy_HSA=-2.52. (4) Drug 1: CC1=C(C(=O)C2=C(C1=O)N3CC4C(C3(C2COC(=O)N)OC)N4)N. Drug 2: COCCOC1=C(C=C2C(=C1)C(=NC=N2)NC3=CC=CC(=C3)C#C)OCCOC.Cl. Cell line: TK-10. Synergy scores: CSS=14.4, Synergy_ZIP=-11.2, Synergy_Bliss=-7.90, Synergy_Loewe=-9.99, Synergy_HSA=-7.90. (5) Synergy scores: CSS=3.12, Synergy_ZIP=0.372, Synergy_Bliss=6.04, Synergy_Loewe=2.47, Synergy_HSA=2.97. Cell line: UACC-257. Drug 2: C1CCC(C(C1)N)N.C(=O)(C(=O)[O-])[O-].[Pt+4]. Drug 1: C1CCC(CC1)NC(=O)N(CCCl)N=O. (6) Drug 1: N.N.Cl[Pt+2]Cl. Drug 2: CC1C(C(CC(O1)OC2CC(CC3=C2C(=C4C(=C3O)C(=O)C5=CC=CC=C5C4=O)O)(C(=O)C)O)N)O. Cell line: HCC-2998. Synergy scores: CSS=62.1, Synergy_ZIP=-1.95, Synergy_Bliss=-1.30, Synergy_Loewe=-37.5, Synergy_HSA=-1.49. (7) Synergy scores: CSS=31.9, Synergy_ZIP=-6.93, Synergy_Bliss=-4.20, Synergy_Loewe=-8.86, Synergy_HSA=-7.38. Drug 1: CC1CCC2CC(C(=CC=CC=CC(CC(C(=O)C(C(C(=CC(C(=O)CC(OC(=O)C3CCCCN3C(=O)C(=O)C1(O2)O)C(C)CC4CCC(C(C4)OC)OCCO)C)C)O)OC)C)C)C)OC. Cell line: MOLT-4. Drug 2: C1CCC(C(C1)N)N.C(=O)(C(=O)[O-])[O-].[Pt+4]. (8) Drug 1: C1C(C(OC1N2C=C(C(=O)NC2=O)F)CO)O. Drug 2: CCC1(CC2CC(C3=C(CCN(C2)C1)C4=CC=CC=C4N3)(C5=C(C=C6C(=C5)C78CCN9C7C(C=CC9)(C(C(C8N6C=O)(C(=O)OC)O)OC(=O)C)CC)OC)C(=O)OC)O.OS(=O)(=O)O. Cell line: A498. Synergy scores: CSS=16.9, Synergy_ZIP=1.04, Synergy_Bliss=1.27, Synergy_Loewe=-7.09, Synergy_HSA=1.28. (9) Drug 1: C1=NNC2=C1C(=O)NC=N2. Cell line: U251. Synergy scores: CSS=7.08, Synergy_ZIP=-2.39, Synergy_Bliss=-4.35, Synergy_Loewe=-54.4, Synergy_HSA=-2.44. Drug 2: C1C(C(OC1N2C=NC(=NC2=O)N)CO)O.